This data is from Full USPTO retrosynthesis dataset with 1.9M reactions from patents (1976-2016). The task is: Predict the reactants needed to synthesize the given product. (1) Given the product [CH2:27]([NH:3][C:4]1[CH:5]=[C:6]([NH:10][C:11](=[O:26])[CH2:12][N:13]2[CH2:18][CH2:17][CH:16]([CH2:19][C:20]3[CH:25]=[CH:24][CH:23]=[CH:22][CH:21]=3)[CH2:15][CH2:14]2)[CH:7]=[CH:8][CH:9]=1)[C:28]1[CH:33]=[CH:32][CH:31]=[CH:30][CH:29]=1, predict the reactants needed to synthesize it. The reactants are: Cl.Cl.[NH2:3][C:4]1[CH:5]=[C:6]([NH:10][C:11](=[O:26])[CH2:12][N:13]2[CH2:18][CH2:17][CH:16]([CH2:19][C:20]3[CH:25]=[CH:24][CH:23]=[CH:22][CH:21]=3)[CH2:15][CH2:14]2)[CH:7]=[CH:8][CH:9]=1.[CH:27](=O)[C:28]1[CH:33]=[CH:32][CH:31]=[CH:30][CH:29]=1.C(O)(=O)C.ClC(Cl)C.C(O[BH-](OC(=O)C)OC(=O)C)(=O)C.[Na+]. (2) Given the product [Cl:1][C:2]1[CH:10]=[C:9]2[C:5](/[C:6](=[CH:18]/[C:13]3[CH:14]=[CH:15][CH:16]=[CH:17][N:12]=3)/[C:7](=[O:11])[NH:8]2)=[CH:4][CH:3]=1, predict the reactants needed to synthesize it. The reactants are: [Cl:1][C:2]1[CH:10]=[C:9]2[C:5]([CH2:6][C:7](=[O:11])[NH:8]2)=[CH:4][CH:3]=1.[N:12]1[CH:17]=[CH:16][CH:15]=[CH:14][C:13]=1[CH:18]=O. (3) Given the product [CH3:14][C:5]1[CH:4]=[C:3]([CH:1]=[CH2:15])[CH:13]=[CH:12][C:6]=1[C:7]([O:9][CH2:10][CH3:11])=[O:8], predict the reactants needed to synthesize it. The reactants are: [CH:1]([C:3]1[CH:13]=[CH:12][C:6]([C:7]([O:9][CH2:10][CH3:11])=[O:8])=[C:5]([CH3:14])[CH:4]=1)=O.[C:15](=O)([O-])[O-].[K+].[K+].